Dataset: Peptide-MHC class I binding affinity with 185,985 pairs from IEDB/IMGT. Task: Regression. Given a peptide amino acid sequence and an MHC pseudo amino acid sequence, predict their binding affinity value. This is MHC class I binding data. (1) The peptide sequence is ERTDLFFPV. The MHC is HLA-B51:01 with pseudo-sequence HLA-B51:01. The binding affinity (normalized) is 0.0847. (2) The peptide sequence is LTMDREMLY. The MHC is HLA-A01:01 with pseudo-sequence HLA-A01:01. The binding affinity (normalized) is 0.834. (3) The peptide sequence is IVIWGKTPK. The MHC is HLA-A11:01 with pseudo-sequence HLA-A11:01. The binding affinity (normalized) is 0.744. (4) The peptide sequence is FLKEMGGL. The MHC is HLA-B07:02 with pseudo-sequence HLA-B07:02. The binding affinity (normalized) is 0.0186. (5) The peptide sequence is RTLHPFGCK. The MHC is HLA-A80:01 with pseudo-sequence HLA-A80:01. The binding affinity (normalized) is 0.0847. (6) The peptide sequence is RSLYNTVATLY. The MHC is HLA-A30:02 with pseudo-sequence HLA-A30:02. The binding affinity (normalized) is 0.934.